Dataset: SARS-CoV-2 main protease (3CLPro) crystallographic fragment screen with 879 compounds. Task: Binary Classification. Given a drug SMILES string, predict its activity (active/inactive) in a high-throughput screening assay against a specified biological target. (1) The compound is Cn1cc(CNC(=O)c2ccco2)cn1. The result is 0 (inactive). (2) The result is 0 (inactive). The compound is CNC(=O)[C@@H](C)N.Cl. (3) The compound is CC(C)c1nccn1CC(=O)O. The result is 0 (inactive). (4) The molecule is CC(=O)N1CCCC(C(N)=O)C1. The result is 0 (inactive). (5) The compound is CC(C)(O)CNC(=O)CCl. The result is 0 (inactive). (6) The compound is N[C@H]1CCN(S(=O)(=O)c2ccccc2)C1. The result is 0 (inactive). (7) The result is 0 (inactive). The compound is CCC(=O)NC1CCNC1. (8) The molecule is COc1cccnc1C#N. The result is 0 (inactive).